Predict which catalyst facilitates the given reaction. From a dataset of Catalyst prediction with 721,799 reactions and 888 catalyst types from USPTO. (1) Reactant: [C:1]([O:5][C:6]([N:8]1[CH2:11][CH:10]([N:12]([CH3:26])[C:13]2[CH:21]=[CH:20][C:19]([C:22]([OH:24])=O)=[C:18]3[C:14]=2[CH:15]=[C:16]([I:25])[NH:17]3)[CH2:9]1)=[O:7])([CH3:4])([CH3:3])[CH3:2].C1C=CC2N(O)N=[N:33]C=2C=1.C(Cl)CCl.CCN(C(C)C)C(C)C.[NH4+].[Cl-]. Product: [C:22]([C:19]1[CH:20]=[CH:21][C:13]([N:12]([CH3:26])[CH:10]2[CH2:11][N:8]([C:6]([O:5][C:1]([CH3:4])([CH3:3])[CH3:2])=[O:7])[CH2:9]2)=[C:14]2[C:18]=1[NH:17][C:16]([I:25])=[CH:15]2)(=[O:24])[NH2:33]. The catalyst class is: 3. (2) Reactant: [CH3:1][O:2][C:3]([C:5]1[CH:31]=[CH:30][C:8]2[N:9]=[C:10]([NH:12][CH:13]3[CH2:18][CH2:17][N:16](CC4C=CC(O)=C(OCC)C=4)[CH2:15][CH2:14]3)[O:11][C:7]=2[CH:6]=1)=[O:4].[F:32][CH2:33][CH2:34][O:35][C:36]1[CH:37]=[C:38]([CH:41]=[CH:42][C:43]=1[O:44][CH3:45])[CH:39]=O.C([BH3-])#N.[Na+].C(N(C(C)C)C(C)C)C. Product: [CH3:1][O:2][C:3]([C:5]1[CH:31]=[CH:30][C:8]2[N:9]=[C:10]([NH:12][CH:13]3[CH2:18][CH2:17][N:16]([CH2:39][C:38]4[CH:41]=[CH:42][C:43]([O:44][CH3:45])=[C:36]([O:35][CH2:34][CH2:33][F:32])[CH:37]=4)[CH2:15][CH2:14]3)[O:11][C:7]=2[CH:6]=1)=[O:4]. The catalyst class is: 212. (3) Reactant: C[O:2][C:3]([C:5]1[N:6]([CH2:31][CH:32]=O)[CH:7]=[C:8]([C:20](=[O:30])[NH:21][CH2:22][C:23]2[CH:28]=[CH:27][C:26]([F:29])=[CH:25][CH:24]=2)[C:9](=[O:19])[C:10]=1[O:11][CH2:12][C:13]1[CH:18]=[CH:17][CH:16]=[CH:15][CH:14]=1)=O.[NH:34]1[CH2:38][CH2:37][CH2:36][C@H:35]1[CH2:39][CH2:40][NH2:41].C(O)(=O)C. The catalyst class is: 4. Product: [F:29][C:26]1[CH:25]=[CH:24][C:23]([CH2:22][NH:21][C:20]([C:8]2[C:9](=[O:19])[C:10]([O:11][CH2:12][C:13]3[CH:18]=[CH:17][CH:16]=[CH:15][CH:14]=3)=[C:5]3[C:3](=[O:2])[N:41]4[CH2:40][CH2:39][C@@H:35]5[CH2:36][CH2:37][CH2:38][N:34]5[C@@H:32]4[CH2:31][N:6]3[CH:7]=2)=[O:30])=[CH:28][CH:27]=1. (4) Reactant: [Cl:1][C:2]1[N:6]2[CH:7]=[CH:8][CH:9]=[C:10]([CH3:11])[C:5]2=[N:4][C:3]=1[CH2:12][C@@H:13]1[CH2:18][CH2:17][CH2:16][CH2:15][N:14]1[C:19]([C:21]1[C:26]([O:27][CH2:28][CH:29]2[CH2:31][CH2:30]2)=[CH:25][CH:24]=[C:23]([CH3:32])[N:22]=1)=[O:20].Cl. Product: [ClH:1].[Cl:1][C:2]1[N:6]2[CH:7]=[CH:8][CH:9]=[C:10]([CH3:11])[C:5]2=[N:4][C:3]=1[CH2:12][C@@H:13]1[CH2:18][CH2:17][CH2:16][CH2:15][N:14]1[C:19]([C:21]1[C:26]([O:27][CH2:28][CH:29]2[CH2:30][CH2:31]2)=[CH:25][CH:24]=[C:23]([CH3:32])[N:22]=1)=[O:20]. The catalyst class is: 2. (5) Reactant: [C:1]([O:5][C:6](=[O:35])[NH:7][C:8]1[S:9][C:10](Br)=[CH:11][C:12]=1[C:13]([N:15]1[CH2:20][CH2:19][CH:18]([N:21]2[CH2:33][CH2:32][CH2:31][C:23]3([C:27](=[O:28])[O:26][C:25]([CH3:30])([CH3:29])[CH2:24]3)[CH2:22]2)[CH2:17][CH2:16]1)=[O:14])([CH3:4])([CH3:3])[CH3:2].C([Sn](CCCC)(CCCC)[C:41]1[CH:46]=[CH:45][CH:44]=[CH:43][N:42]=1)CCC. Product: [C:1]([O:5][C:6](=[O:35])[NH:7][C:8]1[S:9][C:10]([C:41]2[CH:46]=[CH:45][CH:44]=[CH:43][N:42]=2)=[CH:11][C:12]=1[C:13]([N:15]1[CH2:20][CH2:19][CH:18]([N:21]2[CH2:33][CH2:32][CH2:31][C:23]3([C:27](=[O:28])[O:26][C:25]([CH3:30])([CH3:29])[CH2:24]3)[CH2:22]2)[CH2:17][CH2:16]1)=[O:14])([CH3:4])([CH3:3])[CH3:2]. The catalyst class is: 77. (6) Reactant: [CH3:1][N:2]1[CH2:8][C@@H:7]2[C@H:3]1[CH2:4][N:5]([C:9]1[CH:10]=[C:11]([C:15]3[CH:23]=[CH:22][CH:21]=[C:20]4[C:16]=3[CH:17]=[CH:18][NH:19]4)[CH:12]=[N:13][CH:14]=1)[CH2:6]2.[CH3:24][C:25]1[CH:26]=[CH:27][C:28]([S:31]([OH:34])(=[O:33])=[O:32])=[CH:29][CH:30]=1.O. Product: [S:31]([C:28]1[CH:29]=[CH:30][C:25]([CH3:24])=[CH:26][CH:27]=1)([OH:34])(=[O:33])=[O:32].[S:31]([C:28]1[CH:29]=[CH:30][C:25]([CH3:24])=[CH:26][CH:27]=1)([OH:34])(=[O:33])=[O:32].[CH3:1][N:2]1[CH2:8][C@@H:7]2[C@H:3]1[CH2:4][N:5]([C:9]1[CH:10]=[C:11]([C:15]3[CH:23]=[CH:22][CH:21]=[C:20]4[C:16]=3[CH:17]=[CH:18][NH:19]4)[CH:12]=[N:13][CH:14]=1)[CH2:6]2. The catalyst class is: 871. (7) Reactant: S(Cl)([Cl:4])(=O)=O.[C:6]([C:10]1[CH:15]=[CH:14][C:13]([CH:16]([C:18]2[CH:23]=[CH:22][C:21]([Cl:24])=[C:20]([O:25][CH3:26])[N:19]=2)O)=[CH:12][CH:11]=1)([CH3:9])([CH3:8])[CH3:7].C(N(CC)CC)C. Product: [C:6]([C:10]1[CH:15]=[CH:14][C:13]([CH:16]([Cl:4])[C:18]2[N:19]=[C:20]([O:25][CH3:26])[C:21]([Cl:24])=[CH:22][CH:23]=2)=[CH:12][CH:11]=1)([CH3:9])([CH3:8])[CH3:7]. The catalyst class is: 244. (8) Reactant: [CH2:1]([O:3][C:4]1[CH:13]=[C:12]2[C:7]([C:8]([C:25]([O:27][CH3:28])=[O:26])=[C:9]([CH3:24])[C:10]([C:14]3[CH:19]=[CH:18][CH:17]=[C:16]([C:20]([F:23])([F:22])[F:21])[CH:15]=3)=[N:11]2)=[CH:6][C:5]=1SCC)[CH3:2].O[O:33][S:34]([O-:36])=O.[K+].O1CC[CH2:40][CH2:39]1. Product: [CH2:1]([O:3][C:4]1[CH:13]=[C:12]2[C:7]([C:8]([C:25]([O:27][CH3:28])=[O:26])=[C:9]([CH3:24])[C:10]([C:14]3[CH:19]=[CH:18][CH:17]=[C:16]([C:20]([F:22])([F:21])[F:23])[CH:15]=3)=[N:11]2)=[CH:6][C:5]=1[S:34]([CH2:39][CH3:40])(=[O:36])=[O:33])[CH3:2]. The catalyst class is: 6. (9) Reactant: [N:1]1[CH:6]=[CH:5][CH:4]=[C:3]([NH:7][C:8](=[O:15])OCC(Cl)(Cl)Cl)[CH:2]=1.Cl.Cl.[F:18][C:19]1[CH:20]=[C:21]([C:26]2[CH:31]=[CH:30][N:29]=[C:28]([N:32]3[CH2:37][CH2:36][NH:35][CH2:34][CH2:33]3)[N:27]=2)[CH:22]=[CH:23][C:24]=1[F:25]. Product: [F:18][C:19]1[CH:20]=[C:21]([C:26]2[CH:31]=[CH:30][N:29]=[C:28]([N:32]3[CH2:37][CH2:36][N:35]([C:8]([NH:7][C:3]4[CH:2]=[N:1][CH:6]=[CH:5][CH:4]=4)=[O:15])[CH2:34][CH2:33]3)[N:27]=2)[CH:22]=[CH:23][C:24]=1[F:25]. The catalyst class is: 188. (10) Reactant: O.[OH-].[Li+].C([O:6][C:7]([C@:9]1([NH2:31])[C@H:14]([S:15][CH2:16][C:17]2[CH:22]=[CH:21][C:20]([Cl:23])=[C:19]([Cl:24])[CH:18]=2)[CH2:13][C@@H:12]2[C@H:10]1[C@@:11]2([F:30])[C:25]([O:27]CC)=[O:26])=[O:8])C.Cl. Product: [NH2:31][C@@:9]1([C:7]([OH:8])=[O:6])[C@H:14]([S:15][CH2:16][C:17]2[CH:22]=[CH:21][C:20]([Cl:23])=[C:19]([Cl:24])[CH:18]=2)[CH2:13][C@@H:12]2[C@H:10]1[C@@:11]2([F:30])[C:25]([OH:27])=[O:26]. The catalyst class is: 30.